Task: Regression. Given a peptide amino acid sequence and an MHC pseudo amino acid sequence, predict their binding affinity value. This is MHC class I binding data.. Dataset: Peptide-MHC class I binding affinity with 185,985 pairs from IEDB/IMGT The peptide sequence is YSHTERDKK. The MHC is HLA-A31:01 with pseudo-sequence HLA-A31:01. The binding affinity (normalized) is 0.177.